This data is from NCI-60 drug combinations with 297,098 pairs across 59 cell lines. The task is: Regression. Given two drug SMILES strings and cell line genomic features, predict the synergy score measuring deviation from expected non-interaction effect. (1) Drug 1: CC1=C2C(C(=O)C3(C(CC4C(C3C(C(C2(C)C)(CC1OC(=O)C(C(C5=CC=CC=C5)NC(=O)C6=CC=CC=C6)O)O)OC(=O)C7=CC=CC=C7)(CO4)OC(=O)C)O)C)OC(=O)C. Drug 2: C1=NNC2=C1C(=O)NC=N2. Cell line: OVCAR-4. Synergy scores: CSS=23.5, Synergy_ZIP=0.234, Synergy_Bliss=1.60, Synergy_Loewe=-1.32, Synergy_HSA=-1.24. (2) Drug 1: C1=C(C(=O)NC(=O)N1)N(CCCl)CCCl. Drug 2: C1CCC(C(C1)N)N.C(=O)(C(=O)[O-])[O-].[Pt+4]. Cell line: RXF 393. Synergy scores: CSS=13.9, Synergy_ZIP=-9.74, Synergy_Bliss=-8.24, Synergy_Loewe=-5.77, Synergy_HSA=-4.69. (3) Drug 2: C1=NNC2=C1C(=O)NC=N2. Cell line: OVCAR3. Drug 1: CC1C(C(CC(O1)OC2CC(OC(C2O)C)OC3=CC4=CC5=C(C(=O)C(C(C5)C(C(=O)C(C(C)O)O)OC)OC6CC(C(C(O6)C)O)OC7CC(C(C(O7)C)O)OC8CC(C(C(O8)C)O)(C)O)C(=C4C(=C3C)O)O)O)O. Synergy scores: CSS=46.3, Synergy_ZIP=0.0797, Synergy_Bliss=-2.99, Synergy_Loewe=-2.44, Synergy_HSA=-2.36.